From a dataset of Full USPTO retrosynthesis dataset with 1.9M reactions from patents (1976-2016). Predict the reactants needed to synthesize the given product. (1) Given the product [CH3:22][C:23]1[C:27](=[N:1][NH:5][C:6]2[C:7]([OH:21])=[C:8]([C:12]3[CH:17]=[CH:16][CH:15]=[C:14]([C:18]([OH:20])=[O:19])[CH:13]=3)[CH:9]=[CH:10][CH:11]=2)[C:26](=[O:28])[N:25]([C:29]2[N:34]=[C:33]([C:35]([F:38])([F:36])[F:37])[CH:32]=[CH:31][N:30]=2)[N:24]=1, predict the reactants needed to synthesize it. The reactants are: [N:1]([O-])=O.[Na+].[NH2:5][C:6]1[C:7]([OH:21])=[C:8]([C:12]2[CH:17]=[CH:16][CH:15]=[C:14]([C:18]([OH:20])=[O:19])[CH:13]=2)[CH:9]=[CH:10][CH:11]=1.[CH3:22][C:23]1[NH:24][N:25]([C:29]2[N:34]=[C:33]([C:35]([F:38])([F:37])[F:36])[CH:32]=[CH:31][N:30]=2)[C:26](=[O:28])[CH:27]=1.C(=O)([O-])O.[Na+]. (2) Given the product [C:1]12([C:11]3[CH:21]=[CH:20][C:14]([O:15][CH2:16][C:17]([N:23]([CH3:24])[CH3:22])=[O:18])=[CH:13][CH:12]=3)[CH2:10][CH:5]3[CH2:6][CH:7]([CH2:9][CH:3]([CH2:4]3)[CH2:2]1)[CH2:8]2, predict the reactants needed to synthesize it. The reactants are: [C:1]12([C:11]3[CH:21]=[CH:20][C:14]([O:15][CH2:16][C:17](O)=[O:18])=[CH:13][CH:12]=3)[CH2:10][CH:5]3[CH2:6][CH:7]([CH2:9][CH:3]([CH2:4]3)[CH2:2]1)[CH2:8]2.[CH3:22][NH:23][CH3:24]. (3) The reactants are: [CH3:1][O:2][C:3]1[N:8]=[CH:7][C:6]([NH:9][C:10]2[C:15]([C:16]3[N:21]=[C:20]([CH3:22])[N:19]=[C:18](SC)[N:17]=3)=[CH:14][N:13]=[C:12]([N:25]3[CH2:29][CH2:28][CH2:27][CH2:26]3)[N:11]=2)=[CH:5][CH:4]=1.[NH3:30]. Given the product [CH3:1][O:2][C:3]1[N:8]=[CH:7][C:6]([NH:9][C:10]2[C:15]([C:16]3[N:21]=[C:20]([CH3:22])[N:19]=[C:18]([NH2:30])[N:17]=3)=[CH:14][N:13]=[C:12]([N:25]3[CH2:29][CH2:28][CH2:27][CH2:26]3)[N:11]=2)=[CH:5][CH:4]=1, predict the reactants needed to synthesize it. (4) Given the product [F:12][C:9]([F:11])([F:10])[C:7]1[CH:6]=[C:5]([C@H:13]([O:15][C@H:16]2[CH2:21][CH2:20][C@H:19]3[C@@H:18]([CH2:24][N:25]([C:26]4[CH2:30][CH2:29][C:28](=[O:31])[CH:27]=4)[CH:22]3[OH:23])[C@@H:17]2[C:32]2[CH:33]=[CH:34][C:35]([F:38])=[CH:36][CH:37]=2)[CH3:14])[CH:4]=[C:3]([C:2]([F:1])([F:39])[F:40])[CH:8]=1, predict the reactants needed to synthesize it. The reactants are: [F:1][C:2]([F:40])([F:39])[C:3]1[CH:4]=[C:5]([C@H:13]([O:15][C@H:16]2[CH2:21][CH2:20][C@H:19]([CH2:22][OH:23])[C@@H:18]([CH2:24][NH:25][C:26]3[CH2:30][CH2:29][C:28](=[O:31])[CH:27]=3)[C@@H:17]2[C:32]2[CH:37]=[CH:36][C:35]([F:38])=[CH:34][CH:33]=2)[CH3:14])[CH:6]=[C:7]([C:9]([F:12])([F:11])[F:10])[CH:8]=1.CC(OI1(OC(C)=O)(OC(C)=O)OC(=O)C2C=CC=CC1=2)=O.